Task: Predict which catalyst facilitates the given reaction.. Dataset: Catalyst prediction with 721,799 reactions and 888 catalyst types from USPTO Reactant: C1(C)C=CC(S(O[CH2:11][C:12]2([CH3:15])[CH2:14][O:13]2)(=O)=O)=CC=1.[N:17]1([NH:23][C:24](=[O:30])[O:25][C:26]([CH3:29])([CH3:28])[CH3:27])[CH2:22][CH2:21][NH:20][CH2:19][CH2:18]1.C(N(CC)CC)C.[I-].[K+]. Product: [C:26]([O:25][C:24](=[O:30])[NH:23][N:17]1[CH2:22][CH2:21][N:20]([CH2:11][C:12]2([CH3:15])[CH2:14][O:13]2)[CH2:19][CH2:18]1)([CH3:29])([CH3:27])[CH3:28]. The catalyst class is: 18.